Task: Predict which catalyst facilitates the given reaction.. Dataset: Catalyst prediction with 721,799 reactions and 888 catalyst types from USPTO Product: [C:22]([O:21][C:19]([N:16]1[CH2:17][CH2:18][C@@H:14]([NH:13][C:10]2[N:11]=[CH:12][C:7](/[CH:6]=[CH:5]/[C:4]([OH:26])=[O:3])=[CH:8][CH:9]=2)[CH2:15]1)=[O:20])([CH3:25])([CH3:23])[CH3:24]. Reactant: C([O:3][C:4](=[O:26])/[CH:5]=[CH:6]/[C:7]1[CH:8]=[CH:9][C:10]([NH:13][C@@H:14]2[CH2:18][CH2:17][N:16]([C:19]([O:21][C:22]([CH3:25])([CH3:24])[CH3:23])=[O:20])[CH2:15]2)=[N:11][CH:12]=1)C.[OH-].[Na+]. The catalyst class is: 92.